Task: Predict the reactants needed to synthesize the given product.. Dataset: Full USPTO retrosynthesis dataset with 1.9M reactions from patents (1976-2016) (1) Given the product [NH2:15][C:12]1[CH:11]=[CH:10][C:9]([CH2:8][CH2:7][N:6]2[C:5](=[O:18])[C:4]([C:19]3[CH:20]=[CH:21][CH:22]=[CH:23][CH:24]=3)([C:25]3[CH:30]=[CH:29][CH:28]=[CH:27][CH:26]=3)[N:3]=[C:2]2[CH3:1])=[CH:14][CH:13]=1, predict the reactants needed to synthesize it. The reactants are: [CH3:1][C:2]1[N:6]([CH2:7][CH2:8][C:9]2[CH:14]=[CH:13][C:12]([N+:15]([O-])=O)=[CH:11][CH:10]=2)[C:5](=[O:18])[C:4]([C:25]2[CH:30]=[CH:29][CH:28]=[CH:27][CH:26]=2)([C:19]2[CH:24]=[CH:23][CH:22]=[CH:21][CH:20]=2)[N:3]=1.O.O.Cl[Sn]Cl. (2) Given the product [CH2:1]([O:3][C:4](=[O:16])[CH2:5][O:6][C:7]1[CH:12]=[CH:11][C:10]([Cl:13])=[CH:9][C:8]=1[CH2:14][Br:18])[CH3:2], predict the reactants needed to synthesize it. The reactants are: [CH2:1]([O:3][C:4](=[O:16])[CH2:5][O:6][C:7]1[CH:12]=[CH:11][C:10]([Cl:13])=[CH:9][C:8]=1[CH2:14]O)[CH3:2].P(Br)(Br)[Br:18]. (3) Given the product [Br:21][C:19]1[CH:18]=[CH:17][C:16]([CH3:22])=[C:15]([CH:10]2[CH2:9][C:8]([CH3:23])([CH3:24])[C:7]3[C:12](=[CH:13][CH:14]=[C:5]([C:3]([OH:4])=[O:2])[CH:6]=3)[NH:11]2)[CH:20]=1, predict the reactants needed to synthesize it. The reactants are: C[O:2][C:3]([C:5]1[CH:6]=[C:7]2[C:12](=[CH:13][CH:14]=1)[NH:11][CH:10]([C:15]1[CH:20]=[C:19]([Br:21])[CH:18]=[CH:17][C:16]=1[CH3:22])[CH2:9][C:8]2([CH3:24])[CH3:23])=[O:4].[OH-].[Na+].Cl. (4) The reactants are: C([O:3][C:4](=[O:24])/[CH:5]=[CH:6]/[CH:7]1[CH2:16][C:15]2[C:10](=[CH:11][CH:12]=[CH:13][CH:14]=2)[CH2:9][N:8]1[C:17]([O:19][C:20]([CH3:23])([CH3:22])[CH3:21])=[O:18])C. Given the product [C:20]([O:19][C:17]([N:8]1[CH:7]([CH2:6][CH2:5][C:4]([OH:24])=[O:3])[CH2:16][C:15]2[C:10](=[CH:11][CH:12]=[CH:13][CH:14]=2)[CH2:9]1)=[O:18])([CH3:23])([CH3:21])[CH3:22], predict the reactants needed to synthesize it. (5) Given the product [CH3:7][N:6]1[C:2]([C:18]([C:19]2[CH:20]=[N:21][C:22]([C:25]([F:28])([F:26])[F:27])=[CH:23][CH:24]=2)=[O:29])=[CH:3][N:4]=[CH:5]1, predict the reactants needed to synthesize it. The reactants are: Br[C:2]1[N:6]([CH3:7])[CH:5]=[N:4][CH:3]=1.C([Mg]Cl)(C)C.[Cl-].[Li+].CON(C)[C:18](=[O:29])[C:19]1[CH:24]=[CH:23][C:22]([C:25]([F:28])([F:27])[F:26])=[N:21][CH:20]=1. (6) Given the product [Cl:1]/[C:2](/[C:13]([F:14])([F:15])[F:16])=[CH:3]\[C@@H:4]1[C@H:6]([C:7]([OH:9])=[O:8])[C:5]1([CH3:12])[CH3:11], predict the reactants needed to synthesize it. The reactants are: [Cl:1][C:2](Cl)([C:13]([F:16])([F:15])[F:14])[CH2:3][CH:4]1[CH:6]([C:7]([O:9]C)=[O:8])[C:5]1([CH3:12])[CH3:11].O.Cl.ClCCl. (7) Given the product [NH:1]([C:8]1[S:9][C:10]([C:13]([NH:22][CH2:21][C:20]2[CH:19]=[CH:36][CH:37]=[CH:32][CH:33]=2)=[O:15])=[CH:11][N:12]=1)[C:2]1[CH:3]=[CH:4][CH:5]=[CH:6][CH:7]=1, predict the reactants needed to synthesize it. The reactants are: [NH:1]([C:8]1[S:9][C:10]([C:13]([OH:15])=O)=[CH:11][N:12]=1)[C:2]1[CH:7]=[CH:6][CH:5]=[CH:4][CH:3]=1.Cl.CN(C)[CH2:19][CH2:20][CH2:21][N:22]=C=NCC.ON1[C:33]2N=C[CH:36]=[CH:37][C:32]=2N=N1.Cl.CNC.C(N(CC)C(C)C)(C)C.